From a dataset of Full USPTO retrosynthesis dataset with 1.9M reactions from patents (1976-2016). Predict the reactants needed to synthesize the given product. (1) The reactants are: [OH-].[Li+].C[O:4][C:5](=[O:25])[CH2:6][C:7]1[C:8]([CH3:24])=[C:9]([S:16][C:17]2[CH:22]=[CH:21][C:20]([Cl:23])=[CH:19][CH:18]=2)[N:10]2[C:15]=1[CH:14]=[CH:13][CH:12]=[CH:11]2.Cl. Given the product [Cl:23][C:20]1[CH:21]=[CH:22][C:17]([S:16][C:9]2[N:10]3[C:15]([CH:14]=[CH:13][CH:12]=[CH:11]3)=[C:7]([CH2:6][C:5]([OH:25])=[O:4])[C:8]=2[CH3:24])=[CH:18][CH:19]=1, predict the reactants needed to synthesize it. (2) The reactants are: O.S(=O)(=O)(O)O.[Cl:7][C:8]1[C:9]([CH:37]2OCC[O:38]2)=[C:10]([O:32][C:33]([F:36])([F:35])[F:34])[CH:11]=[C:12]2[C:17]=1[N:16]=[CH:15][N:14]([CH2:18][C:19]1[CH:24]=[C:23]([Cl:25])[CH:22]=[CH:21][C:20]=1[S:26]([CH2:29][CH3:30])(=[O:28])=[O:27])[C:13]2=[O:31]. Given the product [Cl:7][C:8]1[C:9]([CH:37]=[O:38])=[C:10]([O:32][C:33]([F:34])([F:36])[F:35])[CH:11]=[C:12]2[C:17]=1[N:16]=[CH:15][N:14]([CH2:18][C:19]1[CH:24]=[C:23]([Cl:25])[CH:22]=[CH:21][C:20]=1[S:26]([CH2:29][CH3:30])(=[O:27])=[O:28])[C:13]2=[O:31], predict the reactants needed to synthesize it. (3) Given the product [P:14]([O:24][CH2:25][C:26]1[CH:31]=[CH:30][CH:29]=[CH:28][CH:27]=1)([O:16][CH2:17][C:18]1[CH:19]=[CH:20][CH:21]=[CH:22][CH:23]=1)([O:13][C:10]([CH3:12])([C@H:9]([F:32])[CH2:8][NH2:7])[CH3:11])=[O:15], predict the reactants needed to synthesize it. The reactants are: C(OC(=O)[NH:7][CH2:8][C@@H:9]([F:32])[C:10]([O:13][P:14]([O:24][CH2:25][C:26]1[CH:31]=[CH:30][CH:29]=[CH:28][CH:27]=1)([O:16][CH2:17][C:18]1[CH:23]=[CH:22][CH:21]=[CH:20][CH:19]=1)=[O:15])([CH3:12])[CH3:11])(C)(C)C.Cl.